This data is from TCR-epitope binding with 47,182 pairs between 192 epitopes and 23,139 TCRs. The task is: Binary Classification. Given a T-cell receptor sequence (or CDR3 region) and an epitope sequence, predict whether binding occurs between them. (1) The epitope is GILGFVFTL. The TCR CDR3 sequence is CASSRTASSYNEQFF. Result: 1 (the TCR binds to the epitope). (2) The epitope is TAFTIPSI. The TCR CDR3 sequence is CRYKGQGVSGANVLTF. Result: 0 (the TCR does not bind to the epitope).